Task: Predict the reactants needed to synthesize the given product.. Dataset: Full USPTO retrosynthesis dataset with 1.9M reactions from patents (1976-2016) (1) Given the product [F:1][C:2]1[CH:3]=[C:4]([C:9]2[CH:18]=[N:17][C:16]3[C:15]([C:19]([OH:21])=[O:20])=[C:14]([OH:23])[C:13]([C:25]4[CH:30]=[CH:29][C:28]([F:31])=[C:27]([F:32])[CH:26]=4)=[CH:12][C:11]=3[N:10]=2)[CH:5]=[CH:6][C:7]=1[F:8], predict the reactants needed to synthesize it. The reactants are: [F:1][C:2]1[CH:3]=[C:4]([C:9]2[CH:18]=[N:17][C:16]3[C:15]([C:19]([O:21]C)=[O:20])=[C:14]([O:23]C)[C:13]([C:25]4[CH:30]=[CH:29][C:28]([F:31])=[C:27]([F:32])[CH:26]=4)=[CH:12][C:11]=3[N:10]=2)[CH:5]=[CH:6][C:7]=1[F:8].B(Br)(Br)Br. (2) Given the product [CH3:14][NH:15][C:9]1[CH:2]=[C:3]([CH:6]=[CH:7][C:8]=1[N+:11]([O-:13])=[O:12])[C:4]#[N:5], predict the reactants needed to synthesize it. The reactants are: C[C:2]1[C:9](F)=[C:8]([N+:11]([O-:13])=[O:12])[CH:7]=[CH:6][C:3]=1[C:4]#[N:5].[CH3:14][NH2:15]. (3) Given the product [OH:2][C:3]1[C:12]2[O:11][CH2:10][C:9](=[O:13])[NH:8][C:7]=2[CH:6]=[CH:5][CH:4]=1, predict the reactants needed to synthesize it. The reactants are: C[O:2][C:3]1[C:12]2[O:11][CH2:10][C:9](=[O:13])[NH:8][C:7]=2[CH:6]=[CH:5][CH:4]=1.B(Br)(Br)Br.O. (4) Given the product [CH3:1][O:2][C:3]1[CH:4]=[C:5]([CH:9]=[C:10]([NH:12][C:13]2[N:18]=[C:17]([O:19][C:20]3[C:29]4[C:24](=[CH:25][CH:26]=[CH:27][CH:28]=4)[C:23]([NH:30][C:31]([NH:33][C:34]4[N:38]([C:39]5[CH:40]=[CH:41][C:42]([CH3:45])=[CH:43][CH:44]=5)[N:37]=[C:36]([Si:46]([CH3:48])([CH3:47])[CH3:49])[CH:35]=4)=[O:32])=[CH:22][CH:21]=3)[CH:16]=[CH:15][N:14]=2)[CH:11]=1)[C:6]([NH:74][CH2:75][C@H:76]([OH:85])[C@@H:77]([OH:84])[C@H:78]([OH:83])[C@H:79]([OH:82])[CH2:80][OH:81])=[O:8], predict the reactants needed to synthesize it. The reactants are: [CH3:1][O:2][C:3]1[CH:4]=[C:5]([CH:9]=[C:10]([NH:12][C:13]2[N:18]=[C:17]([O:19][C:20]3[C:29]4[C:24](=[CH:25][CH:26]=[CH:27][CH:28]=4)[C:23]([NH:30][C:31]([NH:33][C:34]4[N:38]([C:39]5[CH:44]=[CH:43][C:42]([CH3:45])=[CH:41][CH:40]=5)[N:37]=[C:36]([Si:46]([CH3:49])([CH3:48])[CH3:47])[CH:35]=4)=[O:32])=[CH:22][CH:21]=3)[CH:16]=[CH:15][N:14]=2)[CH:11]=1)[C:6]([OH:8])=O.CN(C(ON1N=NC2C=CC=NC1=2)=[N+](C)C)C.F[P-](F)(F)(F)(F)F.[NH2:74][CH2:75][C@H:76]([OH:85])[C@@H:77]([OH:84])[C@H:78]([OH:83])[C@H:79]([OH:82])[CH2:80][OH:81].C(N(CC)C(C)C)(C)C. (5) The reactants are: [CH3:1][O:2][C:3]1[CH:8]=[CH:7][C:6]([C:9]2[N:10]=[C:11]([NH2:24])[S:12][C:13]=2[CH2:14][C:15]2[CH:20]=[CH:19][C:18]([N+:21]([O-:23])=[O:22])=[CH:17][CH:16]=2)=[CH:5][CH:4]=1.[C:25]([C:27]1[CH:35]=[CH:34][C:30]([C:31](Cl)=[O:32])=[CH:29][CH:28]=1)#[N:26]. Given the product [C:25]([C:27]1[CH:35]=[CH:34][C:30]([C:31]([NH:24][C:11]2[S:12][C:13]([CH2:14][C:15]3[CH:20]=[CH:19][C:18]([N+:21]([O-:23])=[O:22])=[CH:17][CH:16]=3)=[C:9]([C:6]3[CH:7]=[CH:8][C:3]([O:2][CH3:1])=[CH:4][CH:5]=3)[N:10]=2)=[O:32])=[CH:29][CH:28]=1)#[N:26], predict the reactants needed to synthesize it. (6) Given the product [C:27]1([O:26][C:24](=[O:25])[NH:13][C:12]2[CH:14]=[CH:15][C:9]([B:4]3[O:3][C:2]([CH3:16])([CH3:1])[C:6]([CH3:7])([CH3:8])[O:5]3)=[CH:10][CH:11]=2)[CH:32]=[CH:31][CH:30]=[CH:29][CH:28]=1, predict the reactants needed to synthesize it. The reactants are: [CH3:1][C:2]1([CH3:16])[C:6]([CH3:8])([CH3:7])[O:5][B:4]([C:9]2[CH:15]=[CH:14][C:12]([NH2:13])=[CH:11][CH:10]=2)[O:3]1.N1C=CC=CC=1.Cl[C:24]([O:26][C:27]1[CH:32]=[CH:31][C:30]([N+]([O-])=O)=[CH:29][CH:28]=1)=[O:25]. (7) Given the product [Cl:8][C:5]1[N:4]=[C:3]([N:9]2[CH2:14][CH2:13][CH:12]([CH2:15][NH:16][C:17](=[O:23])[O:18][C:19]([CH3:22])([CH3:21])[CH3:20])[CH2:11][CH2:10]2)[C:2]([C:27]2[CH:28]=[CH:29][N:24]=[CH:25][CH:26]=2)=[CH:7][N:6]=1, predict the reactants needed to synthesize it. The reactants are: Br[C:2]1[C:3]([N:9]2[CH2:14][CH2:13][CH:12]([CH2:15][NH:16][C:17](=[O:23])[O:18][C:19]([CH3:22])([CH3:21])[CH3:20])[CH2:11][CH2:10]2)=[N:4][C:5]([Cl:8])=[N:6][CH:7]=1.[N:24]1[CH:29]=[CH:28][C:27](B(O)O)=[CH:26][CH:25]=1.C([O-])([O-])=O.[Na+].[Na+]. (8) Given the product [OH:12][C:9]1[CH:10]=[CH:11][C:6]([CH:5]=[CH2:4])=[CH:7][CH:8]=1, predict the reactants needed to synthesize it. The reactants are: O.C[N+]([O-])(C)[C@H:4](C(O)=O)[CH2:5][C:6]1[CH:11]=[CH:10][C:9]([OH:12])=[CH:8][CH:7]=1.C([O-])(=O)C.[K+].CCCCCCOC(C(C#N)=C)=O. (9) Given the product [C:18]([C:20]1[CH:25]=[CH:24][C:23]([NH:26][C:31]([NH:13][C:2]2[S:1][C:5]3[CH:6]=[CH:7][CH:8]=[CH:9][C:4]=3[CH:3]=2)=[O:30])=[CH:22][CH:21]=1)(=[O:19])[CH3:17], predict the reactants needed to synthesize it. The reactants are: [S:1]1[C:5]2[CH:6]=[CH:7][CH:8]=[CH:9][C:4]=2[CH:3]=[C:2]1C(Cl)=O.[N-:13]=[N+]=[N-].[Na+].[CH3:17][C:18]([C:20]1[CH:25]=[CH:24][C:23]([NH2:26])=[CH:22][CH:21]=1)=[O:19].C1[CH2:31][O:30]CC1.